Dataset: NCI-60 drug combinations with 297,098 pairs across 59 cell lines. Task: Regression. Given two drug SMILES strings and cell line genomic features, predict the synergy score measuring deviation from expected non-interaction effect. (1) Drug 1: C(=O)(N)NO. Drug 2: C1CNP(=O)(OC1)N(CCCl)CCCl. Cell line: K-562. Synergy scores: CSS=13.9, Synergy_ZIP=-1.32, Synergy_Bliss=5.00, Synergy_Loewe=12.3, Synergy_HSA=6.31. (2) Drug 1: CC(CN1CC(=O)NC(=O)C1)N2CC(=O)NC(=O)C2. Drug 2: CC1CCCC2(C(O2)CC(NC(=O)CC(C(C(=O)C(C1O)C)(C)C)O)C(=CC3=CSC(=N3)C)C)C. Cell line: CAKI-1. Synergy scores: CSS=23.9, Synergy_ZIP=-7.06, Synergy_Bliss=-5.20, Synergy_Loewe=-1.31, Synergy_HSA=-1.13. (3) Drug 1: CNC(=O)C1=NC=CC(=C1)OC2=CC=C(C=C2)NC(=O)NC3=CC(=C(C=C3)Cl)C(F)(F)F. Cell line: SK-MEL-5. Drug 2: CN(CCCl)CCCl.Cl. Synergy scores: CSS=14.7, Synergy_ZIP=-9.95, Synergy_Bliss=-12.2, Synergy_Loewe=-8.81, Synergy_HSA=-9.30. (4) Drug 1: C1=NC2=C(N1)C(=S)N=C(N2)N. Drug 2: B(C(CC(C)C)NC(=O)C(CC1=CC=CC=C1)NC(=O)C2=NC=CN=C2)(O)O. Cell line: NCI-H522. Synergy scores: CSS=17.3, Synergy_ZIP=-11.5, Synergy_Bliss=-7.77, Synergy_Loewe=-5.10, Synergy_HSA=-6.09. (5) Drug 1: CC1OCC2C(O1)C(C(C(O2)OC3C4COC(=O)C4C(C5=CC6=C(C=C35)OCO6)C7=CC(=C(C(=C7)OC)O)OC)O)O. Drug 2: C1CC(C1)(C(=O)O)C(=O)O.[NH2-].[NH2-].[Pt+2]. Cell line: HT29. Synergy scores: CSS=26.1, Synergy_ZIP=-6.65, Synergy_Bliss=1.69, Synergy_Loewe=-1.14, Synergy_HSA=3.35. (6) Drug 1: C1=NC2=C(N=C(N=C2N1C3C(C(C(O3)CO)O)O)F)N. Drug 2: C1=NC2=C(N=C(N=C2N1C3C(C(C(O3)CO)O)F)Cl)N. Cell line: MCF7. Synergy scores: CSS=-2.22, Synergy_ZIP=-0.498, Synergy_Bliss=-3.76, Synergy_Loewe=-3.72, Synergy_HSA=-4.11. (7) Drug 1: CC1C(C(=O)NC(C(=O)N2CCCC2C(=O)N(CC(=O)N(C(C(=O)O1)C(C)C)C)C)C(C)C)NC(=O)C3=C4C(=C(C=C3)C)OC5=C(C(=O)C(=C(C5=N4)C(=O)NC6C(OC(=O)C(N(C(=O)CN(C(=O)C7CCCN7C(=O)C(NC6=O)C(C)C)C)C)C(C)C)C)N)C. Drug 2: CN1C(=O)N2C=NC(=C2N=N1)C(=O)N. Cell line: CCRF-CEM. Synergy scores: CSS=32.5, Synergy_ZIP=2.99, Synergy_Bliss=4.85, Synergy_Loewe=-0.942, Synergy_HSA=-0.606. (8) Drug 1: C1=CC(=CC=C1CC(C(=O)O)N)N(CCCl)CCCl.Cl. Drug 2: CC1=CC=C(C=C1)C2=CC(=NN2C3=CC=C(C=C3)S(=O)(=O)N)C(F)(F)F. Cell line: T-47D. Synergy scores: CSS=17.4, Synergy_ZIP=-3.35, Synergy_Bliss=4.47, Synergy_Loewe=2.24, Synergy_HSA=2.28.